From a dataset of Catalyst prediction with 721,799 reactions and 888 catalyst types from USPTO. Predict which catalyst facilitates the given reaction. (1) Reactant: [Cl:1][C:2]1[N:7]=[C:6](Cl)[CH:5]=[C:4]([CH3:9])[N:3]=1.[OH:10][C:11]1[CH:37]=[CH:36][CH:35]=[CH:34][C:12]=1[CH2:13][NH:14][C:15]([NH:17][C:18]1[N:22]([C:23]2[CH:28]=[CH:27][C:26]([CH3:29])=[CH:25][CH:24]=2)[N:21]=[C:20]([C:30]([CH3:33])([CH3:32])[CH3:31])[CH:19]=1)=[O:16].[OH-].[Na+].[Cl-].[NH4+]. Product: [Cl:1][C:2]1[N:7]=[C:6]([O:10][C:11]2[CH:37]=[CH:36][CH:35]=[CH:34][C:12]=2[CH2:13][NH:14][C:15]([NH:17][C:18]2[N:22]([C:23]3[CH:28]=[CH:27][C:26]([CH3:29])=[CH:25][CH:24]=3)[N:21]=[C:20]([C:30]([CH3:32])([CH3:33])[CH3:31])[CH:19]=2)=[O:16])[CH:5]=[C:4]([CH3:9])[N:3]=1. The catalyst class is: 21. (2) Product: [Si:37]([O:36][C@@H:32]1[C@@H:33]([CH3:35])[CH2:34][N:29]([C:21]2[C:20]([NH:19][C:15]([C:13]3[CH:12]=[CH:11][C:10]([F:18])=[C:9]([C:3]4[C:4]([F:8])=[CH:5][CH:6]=[CH:7][C:2]=4[F:1])[N:14]=3)=[O:17])=[CH:25][N:24]=[C:23]3[O:26][CH2:27][CH2:28][C:22]=23)[CH2:30][C@H:31]1[NH:44][C:45](=[O:51])[O:46][C:47]([CH3:50])([CH3:49])[CH3:48])([C:40]([CH3:43])([CH3:41])[CH3:42])([CH3:38])[CH3:39]. The catalyst class is: 3. Reactant: [F:1][C:2]1[CH:7]=[CH:6][CH:5]=[C:4]([F:8])[C:3]=1[C:9]1[N:14]=[C:13]([C:15]([OH:17])=O)[CH:12]=[CH:11][C:10]=1[F:18].[NH2:19][C:20]1[C:21]([N:29]2[CH2:34][C@H:33]([CH3:35])[C@@H:32]([O:36][Si:37]([C:40]([CH3:43])([CH3:42])[CH3:41])([CH3:39])[CH3:38])[C@H:31]([NH:44][C:45](=[O:51])[O:46][C:47]([CH3:50])([CH3:49])[CH3:48])[CH2:30]2)=[C:22]2[CH2:28][CH2:27][O:26][C:23]2=[N:24][CH:25]=1.CN(C(ON1N=NC2C=CC=NC1=2)=[N+](C)C)C.F[P-](F)(F)(F)(F)F.CCN(C(C)C)C(C)C.